From a dataset of Peptide-MHC class I binding affinity with 185,985 pairs from IEDB/IMGT. Regression. Given a peptide amino acid sequence and an MHC pseudo amino acid sequence, predict their binding affinity value. This is MHC class I binding data. (1) The peptide sequence is LLALLSCISV. The MHC is HLA-A02:03 with pseudo-sequence HLA-A02:03. The binding affinity (normalized) is 0.975. (2) The peptide sequence is YMNTPWRNPA. The MHC is Mamu-A11 with pseudo-sequence Mamu-A11. The binding affinity (normalized) is 0. (3) The peptide sequence is RTSKASLER. The MHC is HLA-B27:05 with pseudo-sequence HLA-B27:05. The binding affinity (normalized) is 0.187.